From a dataset of Forward reaction prediction with 1.9M reactions from USPTO patents (1976-2016). Predict the product of the given reaction. (1) Given the reactants [N:1]#[C:2]Br.[Cl:4][C:5]1[CH:6]=[C:7]([CH:23]=[C:24]([Cl:26])[CH:25]=1)[O:8][C:9]1[C:10]([CH2:21][CH3:22])=[N:11][N:12]([CH2:16][C:17]([NH:19][NH2:20])=[O:18])[C:13]=1[CH2:14][CH3:15], predict the reaction product. The product is: [Cl:4][C:5]1[CH:6]=[C:7]([CH:23]=[C:24]([Cl:26])[CH:25]=1)[O:8][C:9]1[C:10]([CH2:21][CH3:22])=[N:11][N:12]([CH2:16][C:17]2[O:18][C:2]([NH2:1])=[N:20][N:19]=2)[C:13]=1[CH2:14][CH3:15]. (2) Given the reactants [Li+].CC([N-]C(C)C)C.C(OP(CC1C=CC([N+]([O-])=O)=CC=1)(=O)OCC)C.IC.[CH2:29]([O:31][P:32]([C:37]([C:40]1[CH:45]=[CH:44][C:43]([N+:46]([O-:48])=[O:47])=[CH:42][CH:41]=1)(C)[CH3:38])(=[O:36])[O:33][CH2:34][CH3:35])[CH3:30], predict the reaction product. The product is: [CH2:29]([O:31][P:32]([CH:37]([C:40]1[CH:41]=[CH:42][C:43]([N+:46]([O-:48])=[O:47])=[CH:44][CH:45]=1)[CH3:38])(=[O:36])[O:33][CH2:34][CH3:35])[CH3:30]. (3) Given the reactants Cl[C:2]1[N:7]=[C:6]([C:8]2[CH:9]=[C:10]([CH:24]=[CH:25][CH:26]=2)[CH2:11][N:12]([CH2:17][C:18]2[CH:23]=[CH:22][N:21]=[CH:20][CH:19]=2)[S:13]([CH3:16])(=[O:15])=[O:14])[CH:5]=[CH:4][N:3]=1.[NH2:27][CH2:28][CH2:29][C:30]1[CH:35]=[CH:34][C:33]([OH:36])=[CH:32][CH:31]=1, predict the reaction product. The product is: [OH:36][C:33]1[CH:34]=[CH:35][C:30]([CH2:29][CH2:28][NH:27][C:2]2[N:7]=[C:6]([C:8]3[CH:9]=[C:10]([CH:24]=[CH:25][CH:26]=3)[CH2:11][N:12]([CH2:17][C:18]3[CH:23]=[CH:22][N:21]=[CH:20][CH:19]=3)[S:13]([CH3:16])(=[O:15])=[O:14])[CH:5]=[CH:4][N:3]=2)=[CH:31][CH:32]=1. (4) Given the reactants [NH2:1][CH:2]([C:7]([NH2:9])=[O:8])[C:3]([CH3:6])([CH3:5])[CH3:4], predict the reaction product. The product is: [NH2:1][C@@H:2]([C:7]([NH2:9])=[O:8])[C:3]([CH3:6])([CH3:5])[CH3:4]. (5) Given the reactants [Br:1][C:2]1[CH:7]=[C:6]([C:8]([CH3:11])([CH3:10])[CH3:9])[CH:5]=[CH:4][C:3]=1[CH3:12].[Br:13]Br.C(OOC(=O)C1C=CC=CC=1)(=O)C1C=CC=CC=1.[H][H], predict the reaction product. The product is: [Br:1][C:2]1[CH:7]=[C:6]([C:8]([CH3:9])([CH3:11])[CH3:10])[CH:5]=[CH:4][C:3]=1[CH2:12][Br:13]. (6) Given the reactants Br[C:2]1[CH:3]=[CH:4][C:5]2[N:6]([N:8]=[C:9]([C:11]3[CH:12]=[N:13][CH:14]=[CH:15][CH:16]=3)[N:10]=2)[CH:7]=1.[C:17](=[O:24])([O:19][C:20]([CH3:23])([CH3:22])[CH3:21])[NH2:18].C(=O)([O-])[O-].[Cs+].[Cs+].C1(P(C2C=CC=CC=2)C2C3OC4C(=CC=CC=4P(C4C=CC=CC=4)C4C=CC=CC=4)C(C)(C)C=3C=CC=2)C=CC=CC=1, predict the reaction product. The product is: [C:20]([O:19][C:17](=[O:24])[NH:18][C:2]1[CH:3]=[CH:4][C:5]2[N:6]([N:8]=[C:9]([C:11]3[CH:12]=[N:13][CH:14]=[CH:15][CH:16]=3)[N:10]=2)[CH:7]=1)([CH3:23])([CH3:22])[CH3:21]. (7) Given the reactants [O:1]1[C:6]2[CH:7]=[CH:8][CH:9]=[CH:10][C:5]=2[O:4][CH2:3][C@@H:2]1[C:11]([N:13]1[CH2:18][CH2:17][CH2:16][C@@H:15]([C:19]2[CH:24]=[CH:23][C:22]([F:25])=[CH:21][CH:20]=2)[CH2:14]1)=O, predict the reaction product. The product is: [O:1]1[C:6]2[CH:7]=[CH:8][CH:9]=[CH:10][C:5]=2[O:4][CH2:3][C@@H:2]1[CH2:11][N:13]1[CH2:18][CH2:17][CH2:16][C@@H:15]([C:19]2[CH:24]=[CH:23][C:22]([F:25])=[CH:21][CH:20]=2)[CH2:14]1. (8) Given the reactants C([C:4]1[CH:5]=[C:6]([NH:10]/[C:11](=[C:18]2\[C:19](=[O:27])[NH:20][C:21]3[C:26]\2=[CH:25][CH:24]=[CH:23][CH:22]=3)/[C:12]2[CH:17]=[CH:16][CH:15]=[CH:14][CH:13]=2)[CH:7]=[CH:8][CH:9]=1)(O)=O.[CH2:28]([O:30][C:31](=[O:35])CNC)[CH3:29].CN([C:39]([O:43]N1N=NC2C=CC=CC1=2)=[N+:40]([CH3:42])[CH3:41])C.[B-](F)(F)(F)F.C1C=CC2N(O)N=NC=2C=1, predict the reaction product. The product is: [CH2:28]([O:30][C:31]([CH2:42][N:40]([CH3:41])[C:39]([C:4]1[CH:5]=[C:6]([NH:10]/[C:11](=[C:18]2\[C:19](=[O:27])[NH:20][C:21]3[C:26]\2=[CH:25][CH:24]=[CH:23][CH:22]=3)/[C:12]2[CH:17]=[CH:16][CH:15]=[CH:14][CH:13]=2)[CH:7]=[CH:8][CH:9]=1)=[O:43])=[O:35])[CH3:29].